Dataset: Full USPTO retrosynthesis dataset with 1.9M reactions from patents (1976-2016). Task: Predict the reactants needed to synthesize the given product. (1) Given the product [CH:35]1([NH:31][C:23]([C:16]2[C:17]3[O:21][C:20]([CH3:22])=[CH:19][C:18]=3[C:12]3[NH:11][C:10]([NH:9][C:3]4[C:2]([Cl:1])=[CH:7][CH:6]=[CH:5][C:4]=4[Cl:8])=[N:14][C:13]=3[CH:15]=2)=[O:25])[CH2:36][CH2:37][CH2:38][CH2:39][CH2:34]1, predict the reactants needed to synthesize it. The reactants are: [Cl:1][C:2]1[CH:7]=[CH:6][CH:5]=[C:4]([Cl:8])[C:3]=1[NH:9][C:10]1[NH:11][C:12]2[C:18]3[CH:19]=[C:20]([CH3:22])[O:21][C:17]=3[C:16]([C:23]([OH:25])=O)=[CH:15][C:13]=2[N:14]=1.F[B-](F)(F)F.[N:31]1(OC(N(C)C)=[N+](C)C)[C:35]2[CH:36]=[CH:37][CH:38]=[CH:39][C:34]=2N=N1.C1COCC1.C1(N)CCCCC1. (2) The reactants are: [NH2:1][C:2]1[C:10]([Br:11])=[CH:9][C:8]([CH3:12])=[CH:7][C:3]=1[C:4]([OH:6])=O.[Cl:13][C:14]1[CH:15]=[CH:16][C:17]([S:22][CH2:23][CH3:24])=[C:18]([CH:21]=1)[CH2:19][NH2:20].Cl.ClC1C=CC(S(CC)(=O)=O)=C(C=1)CN.CCN(C(C)C)C(C)C.C1C=CC2N(O)N=NC=2C=1. Given the product [NH2:1][C:2]1[C:10]([Br:11])=[CH:9][C:8]([CH3:12])=[CH:7][C:3]=1[C:4]([NH:20][CH2:19][C:18]1[CH:21]=[C:14]([Cl:13])[CH:15]=[CH:16][C:17]=1[S:22][CH2:23][CH3:24])=[O:6], predict the reactants needed to synthesize it. (3) The reactants are: [CH3:1][O:2][C:3]1[C:8]2[N:9]=[C:10]([NH2:12])[S:11][C:7]=2[C:6]([CH:13]2[CH2:18][CH2:17][O:16][CH2:15][CH2:14]2)=[CH:5][CH:4]=1.N1C=CC=CC=1.Cl[C:26](OC1C=CC=CC=1)=[O:27].[NH:35]1[CH2:40][CH2:39][O:38][CH2:37][CH2:36]1.C(=O)([O-])[O-].[Na+].[Na+]. Given the product [CH3:1][O:2][C:3]1[C:8]2[N:9]=[C:10]([NH:12][C:26]([N:35]3[CH2:40][CH2:39][O:38][CH2:37][CH2:36]3)=[O:27])[S:11][C:7]=2[C:6]([CH:13]2[CH2:18][CH2:17][O:16][CH2:15][CH2:14]2)=[CH:5][CH:4]=1, predict the reactants needed to synthesize it. (4) Given the product [F:27][C:28]1[C:35]([F:36])=[CH:34][CH:33]=[CH:32][C:29]=1[CH2:30][O:31][C:2]1[CH:7]=[C:6]([F:8])[CH:5]=[CH:4][C:3]=1[C:9]1[N:14]=[CH:13][N:12]=[C:11]([NH:15][C:16]2[CH:21]=[CH:20][CH:19]=[C:18]([CH2:22][S:23]([CH3:26])(=[O:25])=[O:24])[CH:17]=2)[N:10]=1, predict the reactants needed to synthesize it. The reactants are: F[C:2]1[CH:7]=[C:6]([F:8])[CH:5]=[CH:4][C:3]=1[C:9]1[N:14]=[CH:13][N:12]=[C:11]([NH:15][C:16]2[CH:21]=[CH:20][CH:19]=[C:18]([CH2:22][S:23]([CH3:26])(=[O:25])=[O:24])[CH:17]=2)[N:10]=1.[F:27][C:28]1[C:35]([F:36])=[CH:34][CH:33]=[CH:32][C:29]=1[CH2:30][OH:31]. (5) Given the product [Br:1][CH:2]([C:4]1[CH:12]=[CH:11][C:7]([C:8]([O:10][CH3:13])=[O:9])=[CH:6][CH:5]=1)[CH3:3], predict the reactants needed to synthesize it. The reactants are: [Br:1][CH:2]([C:4]1[CH:12]=[CH:11][C:7]([C:8]([OH:10])=[O:9])=[CH:6][CH:5]=1)[CH3:3].[CH3:13]O. (6) Given the product [CH3:1][C:2]1[CH:3]=[CH:4][C:5]([S:8]([O:11][CH:12]2[CH2:16][CH2:15][N:14]([C:17]3[CH:22]=[CH:21][CH:20]=[C:19]([C:23]([F:26])([F:24])[F:25])[CH:18]=3)[CH2:13]2)(=[O:9])=[O:10])=[CH:6][CH:7]=1, predict the reactants needed to synthesize it. The reactants are: [CH3:1][C:2]1[CH:7]=[CH:6][C:5]([S:8]([O:11][CH:12]2[CH2:16][CH2:15][N:14]([C:17]3[CH:22]=[CH:21][CH:20]=[C:19]([C:23]([F:26])([F:25])[F:24])[C:18]=3Cl)[CH2:13]2)(=[O:10])=[O:9])=[CH:4][CH:3]=1.ClC1C(C(F)(F)F)=CC=CC=1N1CCC(O)C1.FC(F)(F)C1C=C(N2CCC(O)C2)C=CC=1. (7) Given the product [CH3:11][O:12][C:13]1[CH:18]=[CH:17][C:16]([CH2:19][CH:20]=[O:21])=[CH:15][CH:14]=1, predict the reactants needed to synthesize it. The reactants are: CS(C)=O.C(Cl)(=O)C(Cl)=O.[CH3:11][O:12][C:13]1[CH:18]=[CH:17][C:16]([CH2:19][CH2:20][OH:21])=[CH:15][CH:14]=1.C(N(CC)CC)C. (8) Given the product [C:27]([C:24]1[N:23]=[C:22]([NH:31][CH2:32][C:33]2[O:34][CH:35]=[CH:36][CH:37]=2)[C:21]([C:19]([N:14]([CH2:15][CH:16]([CH3:17])[CH3:18])[C@H:12]2[CH2:11][C@@H:10]([C:38]3[O:39][C:42]([CH3:41])=[N:43][N:44]=3)[CH2:9][N:8]([C:6]([O:5][C:1]([CH3:3])([CH3:4])[CH3:2])=[O:7])[CH2:13]2)=[O:20])=[CH:26][N:25]=1)([CH3:29])([CH3:30])[CH3:28], predict the reactants needed to synthesize it. The reactants are: [C:1]([O:5][C:6]([N:8]1[CH2:13][C@@H:12]([N:14]([C:19]([C:21]2[C:22]([NH:31][CH2:32][C:33]3[O:34][CH:35]=[CH:36][CH:37]=3)=[N:23][C:24]([C:27]([CH3:30])([CH3:29])[CH3:28])=[N:25][CH:26]=2)=[O:20])[CH2:15][CH:16]([CH3:18])[CH3:17])[CH2:11][C@@H:10]([C:38](O)=[O:39])[CH2:9]1)=[O:7])([CH3:4])([CH3:3])[CH3:2].[CH3:41][C:42]1NN=[N:44][N:43]=1.C1CCC(N=C=NC2CCCCC2)CC1.